From a dataset of Forward reaction prediction with 1.9M reactions from USPTO patents (1976-2016). Predict the product of the given reaction. (1) Given the reactants C(OC[CH2:6][O:7][C:8]1[CH:13]=[C:12]([O:14][CH3:15])[CH:11]=[CH:10][C:9]=1[C:16](=[O:37])[C:17]1[CH:22]=[CH:21][CH:20]=[C:19]([O:23][CH2:24][C:25]2[N:26]=[C:27]([C:31]3[CH:36]=[CH:35][CH:34]=[CH:33][CH:32]=3)[O:28][C:29]=2[CH3:30])[CH:18]=1)(=O)C.[O:38]1[CH2:42]CCC1.[OH2:43].[OH-].[Li+].Cl, predict the reaction product. The product is: [CH3:15][O:14][C:12]1[CH:11]=[CH:10][C:9]([C:16](=[O:37])[C:17]2[CH:22]=[CH:21][CH:20]=[C:19]([O:23][CH2:24][C:25]3[N:26]=[C:27]([C:31]4[CH:36]=[CH:35][CH:34]=[CH:33][CH:32]=4)[O:28][C:29]=3[CH3:30])[CH:18]=2)=[C:8]([CH:13]=1)[O:7][CH2:6][C:42]([OH:38])=[O:43]. (2) The product is: [ClH:10].[Cl:23][C:15]1[CH:14]=[C:13]2[C:18]([CH:19]=[CH:20][C:11]([N:7]3[CH2:8][CH2:9][N:4]([CH:1]4[CH2:3][CH2:2]4)[CH2:5][CH2:6]3)=[N:12]2)=[CH:17][C:16]=1[O:21][CH3:22]. Given the reactants [CH:1]1([N:4]2[CH2:9][CH2:8][NH:7][CH2:6][CH2:5]2)[CH2:3][CH2:2]1.[Cl:10][C:11]1[CH:20]=[CH:19][C:18]2[C:13](=[CH:14][C:15]([Cl:23])=[C:16]([O:21][CH3:22])[CH:17]=2)[N:12]=1, predict the reaction product.